Task: Predict the reaction yield, written as a fraction of the theoretical maximum amount of product (1.0 means a 100% yield; for example, 0.34 means a 34% yield).. Dataset: Reaction yield outcomes from USPTO patents with 853,638 reactions (1) The yield is 0.610. The product is [NH2:12][C:6]1[C:7]([F:8])=[C:2]([Cl:1])[N:3]=[C:4]([CH3:10])[N:5]=1. The reactants are [Cl:1][C:2]1[C:7]([F:8])=[C:6](Cl)[N:5]=[C:4]([CH3:10])[N:3]=1.[OH-].[NH4+:12].CO. The catalyst is O. (2) The reactants are C([O:9][C@H:10]1[CH2:15][CH2:14][C:13]([F:17])([F:16])[CH2:12][C@@H:11]1[C:18]1[N:22]([CH2:23][O:24][CH2:25][CH2:26][O:27][CH3:28])[N:21]=[CH:20][CH:19]=1)(=O)C1C=CC=CC=1.C(=O)([O-])[O-].[K+].[K+]. The catalyst is CO. The product is [F:17][C:13]1([F:16])[CH2:14][CH2:15][C@H:10]([OH:9])[C@@H:11]([C:18]2[N:22]([CH2:23][O:24][CH2:25][CH2:26][O:27][CH3:28])[N:21]=[CH:20][CH:19]=2)[CH2:12]1. The yield is 0.990.